From a dataset of Forward reaction prediction with 1.9M reactions from USPTO patents (1976-2016). Predict the product of the given reaction. (1) Given the reactants [CH3:1][C:2]1([CH3:12])[N:7]([O])[C:6]([CH3:10])([CH3:9])[CH2:5][CH:4]([OH:11])[CH2:3]1.CC(C)([O-:16])C.[K+].[CH3:19][O:20][C:21]1[CH:22]=[C:23]([CH:26]=[C:27]([O:31][CH3:32])[C:28]=1[O:29][CH3:30])[CH2:24]Cl.[NH4+].[Cl-], predict the reaction product. The product is: [OH:16][N:7]1[C:2]([CH3:12])([CH3:1])[CH2:3][CH:4]([O:11][CH2:24][C:23]2[CH:22]=[C:21]([O:20][CH3:19])[C:28]([O:29][CH3:30])=[C:27]([O:31][CH3:32])[CH:26]=2)[CH2:5][C:6]1([CH3:10])[CH3:9]. (2) The product is: [Cl:1][C:2]1[CH:3]=[C:4]([C:28]([OH:30])=[O:29])[C:5]([C:21]2[CH:26]=[CH:25][CH:24]=[C:23]([F:27])[CH:22]=2)=[C:6](/[N:14]=[N:15]/[N:16]2[CH2:17][CH2:18][CH2:19][CH2:20]2)[C:7]=1[C:8]#[CH:9]. Given the reactants [Cl:1][C:2]1[CH:3]=[C:4]([C:28]([O:30]C)=[O:29])[C:5]([C:21]2[CH:26]=[CH:25][CH:24]=[C:23]([F:27])[CH:22]=2)=[C:6](/[N:14]=[N:15]/[N:16]2[CH2:20][CH2:19][CH2:18][CH2:17]2)[C:7]=1[C:8]#[C:9][Si](C)(C)C.[OH-].[Na+].O.Cl, predict the reaction product. (3) Given the reactants [CH3:1][C@@:2]([S:25]([CH3:28])(=[O:27])=[O:26])([CH2:8][CH2:9][N:10]1[CH:14]=[C:13]([C:15]2[CH:24]=[N:23][C:22]3[C:17](=[CH:18][CH:19]=[CH:20][CH:21]=3)[N:16]=2)[CH:12]=[N:11]1)[C:3]([O:5]CC)=[O:4].[Li+].[OH-].Cl, predict the reaction product. The product is: [CH3:1][C@@:2]([S:25]([CH3:28])(=[O:27])=[O:26])([CH2:8][CH2:9][N:10]1[CH:14]=[C:13]([C:15]2[CH:24]=[N:23][C:22]3[C:17](=[CH:18][CH:19]=[CH:20][CH:21]=3)[N:16]=2)[CH:12]=[N:11]1)[C:3]([OH:5])=[O:4]. (4) Given the reactants C(OP(O[CH2:10][C:11]1[O:15][N:14]=[C:13]([C:16]([O:18][CH2:19][CH3:20])=[O:17])[CH:12]=1)(OCC)=O)C.[Cl:21][C:22]1[CH:23]=[C:24](B(O)O)[CH:25]=[CH:26][CH:27]=1.C(=O)([O-])[O-].[K+].[K+].C1(P(C2C=CC=CC=2)C2C=CC=CC=2)C=CC=CC=1, predict the reaction product. The product is: [Cl:21][C:22]1[CH:27]=[C:26]([CH:25]=[CH:24][CH:23]=1)[CH2:10][C:11]1[O:15][N:14]=[C:13]([C:16]([O:18][CH2:19][CH3:20])=[O:17])[CH:12]=1. (5) Given the reactants [OH:1][C:2]1[CH:3]=[C:4]([CH:7]=[CH:8][C:9]=1[O:10][CH3:11])[CH:5]=[O:6].[I-].[K+].C(=O)([O-])[O-].[K+].[K+].[CH:20]1(Br)[CH2:24][CH2:23][CH2:22][CH2:21]1, predict the reaction product. The product is: [CH:20]1([O:1][C:2]2[CH:3]=[C:4]([CH:7]=[CH:8][C:9]=2[O:10][CH3:11])[CH:5]=[O:6])[CH2:24][CH2:23][CH2:22][CH2:21]1.